From a dataset of Forward reaction prediction with 1.9M reactions from USPTO patents (1976-2016). Predict the product of the given reaction. (1) Given the reactants [CH2:1]([O:3][C:4]1[CH:28]=[C:27]([F:29])[C:7]([CH2:8][N:9]2[C:17]3[C:12](=[CH:13][CH:14]=[CH:15][CH:16]=3)[C:11]([C:18]3[N:23]=[C:22]([NH2:24])[C:21]([NH2:25])=[C:20]([NH2:26])[N:19]=3)=[N:10]2)=[C:6]([F:30])[CH:5]=1)[CH3:2].C(N(CC)CC)C.[CH3:38][O:39][CH2:40][C:41](Cl)=[O:42], predict the reaction product. The product is: [NH2:26][C:20]1[C:21]([NH:25][C:41](=[O:42])[CH2:40][O:39][CH3:38])=[C:22]([NH2:24])[N:23]=[C:18]([C:11]2[C:12]3[C:17](=[CH:16][CH:15]=[CH:14][CH:13]=3)[N:9]([CH2:8][C:7]3[C:6]([F:30])=[CH:5][C:4]([O:3][CH2:1][CH3:2])=[CH:28][C:27]=3[F:29])[N:10]=2)[N:19]=1. (2) Given the reactants [NH2:1][C:2]1[S:3][CH:4]=[CH:5][N:6]=1.[Cl:7][C:8]1[C:17]2[C:12](=[CH:13][C:14]([S:19](OC3C(F)=C(F)C(F)=C(F)C=3F)(=[O:21])=[O:20])=[C:15]([F:18])[CH:16]=2)[N:11]=[CH:10][CH:9]=1.C[Si]([N-][Si](C)(C)C)(C)C.[Li+], predict the reaction product. The product is: [Cl:7][C:8]1[C:17]2[C:12](=[CH:13][C:14]([S:19]([NH:1][C:2]3[S:3][CH:4]=[CH:5][N:6]=3)(=[O:21])=[O:20])=[C:15]([F:18])[CH:16]=2)[N:11]=[CH:10][CH:9]=1. (3) Given the reactants Br[C:2]1[CH:3]=[CH:4][C:5]([CH2:8][OH:9])=[N:6][CH:7]=1.[F:10][C:11]1[CH:12]=[C:13]([N:26]2[CH2:30][C@H:29]([CH2:31][N:32]3[CH:36]=[CH:35][N:34]=[N:33]3)[O:28][C:27]2=[O:37])[CH:14]=[CH:15][C:16]=1B1OC(C)(C)C(C)(C)O1.C(=O)([O-])[O-].[Na+].[Na+], predict the reaction product. The product is: [F:10][C:11]1[CH:12]=[C:13]([N:26]2[CH2:30][C@H:29]([CH2:31][N:32]3[CH:36]=[CH:35][N:34]=[N:33]3)[O:28][C:27]2=[O:37])[CH:14]=[CH:15][C:16]=1[C:2]1[CH:7]=[N:6][C:5]([CH2:8][OH:9])=[CH:4][CH:3]=1. (4) Given the reactants [Cl:1][C:2]1[CH:11]=[CH:10][C:5]2[C:6](=[O:9])[NH:7][S:8][C:4]=2[CH:3]=1.[CH2:12]([N:19]=[C:20]=[O:21])[C:13]1[CH:18]=[CH:17][CH:16]=[CH:15][CH:14]=1, predict the reaction product. The product is: [CH2:12]([NH:19][C:20]([N:7]1[C:6](=[O:9])[C:5]2[CH:10]=[CH:11][C:2]([Cl:1])=[CH:3][C:4]=2[S:8]1)=[O:21])[C:13]1[CH:18]=[CH:17][CH:16]=[CH:15][CH:14]=1. (5) Given the reactants [CH:1]1([C:4]2[NH:8][C:7]3[CH:9]=[C:10]([C:21]4[C:22]([CH3:27])=[N:23][O:24][C:25]=4[CH3:26])[CH:11]=[C:12]([C:13]([C:15]4[CH:20]=[CH:19][CH:18]=[CH:17][CH:16]=4)=[O:14])[C:6]=3[N:5]=2)[CH2:3][CH2:2]1.Br[C:29]1[C:34]([CH3:35])=[CH:33][CH:32]=[CH:31][N:30]=1.[Li]CCCC.C(C1C2N=C(C3CC3)N(C(OC(C)(C)C)=O)C=2C=C(C2C(C)=NOC=2C)C=1)(=O)C1C=CC=CC=1, predict the reaction product. The product is: [CH:1]1([C:4]2[NH:8][C:7]3[CH:9]=[C:10]([C:21]4[C:22]([CH3:27])=[N:23][O:24][C:25]=4[CH3:26])[CH:11]=[C:12]([C:13]([C:29]4[C:34]([CH3:35])=[CH:33][CH:32]=[CH:31][N:30]=4)([C:15]4[CH:20]=[CH:19][CH:18]=[CH:17][CH:16]=4)[OH:14])[C:6]=3[N:5]=2)[CH2:2][CH2:3]1. (6) Given the reactants [C:1]([O-:6])(=O)[C:2]([O-])=O.ClCC(Cl)=O.[O:12]1[C:17]2[CH:18]=[CH:19][CH:20]=[C:21]([N:22]3[CH2:27][CH2:26][NH:25][CH2:24][CH2:23]3)[C:16]=2[O:15][CH2:14][CH2:13]1.C(=O)([O-])[O-].[K+].[K+].[Cl:34][C:35]1[CH:36]=[C:37]([SH:42])[CH:38]=[CH:39][C:40]=1[Cl:41].CC(C)([O-])C.[K+], predict the reaction product. The product is: [O:12]1[C:17]2[CH:18]=[CH:19][CH:20]=[C:21]([N:22]3[CH2:27][CH2:26][N:25]([C:1]([CH2:2][S:42][C:37]4[CH:38]=[CH:39][C:40]([Cl:41])=[C:35]([Cl:34])[CH:36]=4)=[O:6])[CH2:24][CH2:23]3)[C:16]=2[O:15][CH2:14][CH2:13]1. (7) Given the reactants Cl.[Cl:2][C:3]1[CH:4]=[C:5]([F:19])[C:6]2[NH:10][C:9](=[O:11])[N:8]([CH:12]3[CH2:17][CH2:16][NH:15][CH2:14][CH2:13]3)[C:7]=2[CH:18]=1.C(N(CC)CC)C.[O:27]1[CH2:32][CH2:31][C:30](=O)[CH2:29][CH2:28]1.C(O[BH-](OC(=O)C)OC(=O)C)(=O)C.[Na+], predict the reaction product. The product is: [Cl:2][C:3]1[CH:4]=[C:5]([F:19])[C:6]2[NH:10][C:9](=[O:11])[N:8]([CH:12]3[CH2:13][CH2:14][N:15]([CH:30]4[CH2:31][CH2:32][O:27][CH2:28][CH2:29]4)[CH2:16][CH2:17]3)[C:7]=2[CH:18]=1.